This data is from Forward reaction prediction with 1.9M reactions from USPTO patents (1976-2016). The task is: Predict the product of the given reaction. (1) Given the reactants [F:1][CH:2]([F:29])[N:3]1[CH:7]=[C:6]([N:8]2[C:16]3[CH:15]=[CH:14][C:13]([F:17])=[CH:12][C:11]=3[C:10]3[N:18](C4CCCCO4)[N:19]=[CH:20][C:9]2=3)[C:5]([CH2:27][OH:28])=[N:4]1.Cl.O1CCOCC1, predict the reaction product. The product is: [F:29][CH:2]([F:1])[N:3]1[CH:7]=[C:6]([N:8]2[C:16]3[CH:15]=[CH:14][C:13]([F:17])=[CH:12][C:11]=3[C:10]3[NH:18][N:19]=[CH:20][C:9]2=3)[C:5]([CH2:27][OH:28])=[N:4]1. (2) Given the reactants [O:1]=[C:2]1[C:9]2[CH:8]=[C:7]([C:10]([O:12][CH3:13])=[O:11])[NH:6][C:5]=2[CH2:4][CH2:3]1.[C:14](O[C:14]([O:16][C:17]([CH3:20])([CH3:19])[CH3:18])=[O:15])([O:16][C:17]([CH3:20])([CH3:19])[CH3:18])=[O:15], predict the reaction product. The product is: [O:1]=[C:2]1[C:9]2[CH:8]=[C:7]([C:10]([O:12][CH3:13])=[O:11])[N:6]([C:14]([O:16][C:17]([CH3:20])([CH3:19])[CH3:18])=[O:15])[C:5]=2[CH2:4][CH2:3]1. (3) The product is: [CH2:14]([O:16][C:17]([C:19]1[C:20]([S:12][CH2:11][CH2:10][C:9]([O:8][CH2:7][CH3:1])=[O:13])=[N:21][C:22]2[C:27]([C:28]=1[CH3:29])=[CH:26][CH:25]=[C:24]([C:30]([F:33])([F:32])[F:31])[CH:23]=2)=[O:18])[CH3:15]. Given the reactants [CH3:1]C([O-])(C)C.[K+].[CH3:7][O:8][C:9](=[O:13])[CH2:10][CH2:11][SH:12].[CH2:14]([O:16][C:17]([C:19]1[C:20](Cl)=[N:21][C:22]2[C:27]([C:28]=1[CH3:29])=[CH:26][CH:25]=[C:24]([C:30]([F:33])([F:32])[F:31])[CH:23]=2)=[O:18])[CH3:15].CCCCCC, predict the reaction product.